From a dataset of Full USPTO retrosynthesis dataset with 1.9M reactions from patents (1976-2016). Predict the reactants needed to synthesize the given product. (1) The reactants are: [CH3:1][C:2]1[O:3][C:4]([C:8]([OH:10])=O)=[C:5]([CH3:7])[N:6]=1.C(Cl)(=O)C([Cl:14])=O. Given the product [CH3:1][C:2]1[O:3][C:4]([C:8]([Cl:14])=[O:10])=[C:5]([CH3:7])[N:6]=1, predict the reactants needed to synthesize it. (2) Given the product [C:1]([C:5]1[O:9][N:8]=[C:7]([NH:10][C:26](=[O:30])[C:25]([S:22]([C:19]2[CH:18]=[CH:17][C:16]([Cl:15])=[CH:21][CH:20]=2)(=[O:24])=[O:23])([CH3:31])[CH2:29][CH2:28][OH:27])[CH:6]=1)([CH3:4])([CH3:3])[CH3:2], predict the reactants needed to synthesize it. The reactants are: [C:1]([C:5]1[O:9][N:8]=[C:7]([NH2:10])[CH:6]=1)([CH3:4])([CH3:3])[CH3:2].C[Al](C)C.[Cl:15][C:16]1[CH:21]=[CH:20][C:19]([S:22]([C:25]2([CH3:31])[CH2:29][CH2:28][O:27][C:26]2=[O:30])(=[O:24])=[O:23])=[CH:18][CH:17]=1. (3) Given the product [F:1][C:2]([F:4])([F:3])[S:5][C:6]1[CH:11]=[CH:10][C:9]([C:21]2[CH:27]=[CH:26][C:24]([NH2:25])=[CH:23][CH:22]=2)=[CH:8][CH:7]=1, predict the reactants needed to synthesize it. The reactants are: [F:1][C:2]([S:5][C:6]1[CH:11]=[CH:10][C:9](Br)=[CH:8][CH:7]=1)([F:4])[F:3].CC1(C)C(C)(C)OB([C:21]2[CH:27]=[CH:26][C:24]([NH2:25])=[CH:23][CH:22]=2)O1. (4) Given the product [CH3:14][C:9]1[N:8]([C:5]2[N:6]=[CH:7][C:2]([C:25]3([OH:30])[O:26][CH2:27][C@H:28]([CH3:29])[N:23]([CH2:20][CH2:21][CH3:22])[CH2:24]3)=[CH:3][CH:4]=2)[C:12]([CH3:13])=[CH:11][CH:10]=1, predict the reactants needed to synthesize it. The reactants are: Br[C:2]1[CH:3]=[CH:4][C:5]([N:8]2[C:12]([CH3:13])=[CH:11][CH:10]=[C:9]2[CH3:14])=[N:6][CH:7]=1.C([Li])(C)(C)C.[CH2:20]([N:23]1[C@@H:28]([CH3:29])[CH2:27][O:26][C:25](=[O:30])[CH2:24]1)[CH2:21][CH3:22].[NH4+].[Cl-]. (5) Given the product [F:1][C:2]1[C:8]([N+:16]([O-:18])=[O:17])=[CH:7][C:5]([NH2:6])=[C:4]([O:9][CH3:10])[CH:3]=1, predict the reactants needed to synthesize it. The reactants are: [F:1][C:2]1[CH:8]=[CH:7][C:5]([NH2:6])=[C:4]([O:9][CH3:10])[CH:3]=1.OS(O)(=O)=O.[N+:16]([O-])([O-:18])=[O:17].[K+].[NH4+].[OH-]. (6) Given the product [F:17][CH:16]([F:18])[C@@H:10]1[CH2:9][NH:8][CH2:12][C@H:11]1[NH2:13], predict the reactants needed to synthesize it. The reactants are: C([N:8]1[CH2:12][C@@H:11]([N+:13]([O-])=O)[C@H:10]([CH:16]([F:18])[F:17])[CH2:9]1)C1C=CC=CC=1. (7) Given the product [O:16]1[CH:20]=[CH:19][CH:18]=[C:17]1[C:21]1[CH:29]=[CH:28][C:24]([C:25]([NH:15][CH2:14][CH2:13][C:10]2[CH:11]=[CH:12][C:7]([CH2:6][N:1]3[CH2:5][CH2:4][CH2:3][CH2:2]3)=[CH:8][CH:9]=2)=[O:26])=[CH:23][CH:22]=1, predict the reactants needed to synthesize it. The reactants are: [N:1]1([CH2:6][C:7]2[CH:12]=[CH:11][C:10]([CH2:13][CH2:14][NH2:15])=[CH:9][CH:8]=2)[CH2:5][CH2:4][CH2:3][CH2:2]1.[O:16]1[CH:20]=[CH:19][CH:18]=[C:17]1[C:21]1[CH:29]=[CH:28][C:24]([C:25](O)=[O:26])=[CH:23][CH:22]=1. (8) Given the product [CH3:3][O:4][C:5](=[O:28])[C:6]1[CH:11]=[CH:10][C:9]([NH:12][CH2:13][C:14]2[CH:18]=[C:17]([C:19]3[S:20][C:21]([Cl:24])=[CH:22][CH:23]=3)[O:16][N:15]=2)=[C:8]([NH2:25])[CH:7]=1, predict the reactants needed to synthesize it. The reactants are: [BH4-].[Na+].[CH3:3][O:4][C:5](=[O:28])[C:6]1[CH:11]=[CH:10][C:9]([NH:12][CH2:13][C:14]2[CH:18]=[C:17]([C:19]3[S:20][C:21]([Cl:24])=[CH:22][CH:23]=3)[O:16][N:15]=2)=[C:8]([N+:25]([O-])=O)[CH:7]=1.